Dataset: In vitro SARS-CoV-2 activity screen of 1,480 approved drugs from Prestwick library. Task: Binary Classification. Given a drug SMILES string, predict its activity (active/inactive) in a high-throughput screening assay against a specified biological target. (1) The compound is CC(C)Cc1ccc(CC(=O)O)cc1. The result is 0 (inactive). (2) The molecule is C/C=C(C(=C/C)/c1ccc(O)cc1)\c1ccc(O)cc1. The result is 0 (inactive).